Dataset: Reaction yield outcomes from USPTO patents with 853,638 reactions. Task: Predict the reaction yield, written as a fraction of the theoretical maximum amount of product (1.0 means a 100% yield; for example, 0.34 means a 34% yield). (1) The reactants are [N+:1]([C:4]1[CH:10]=[CH:9][C:7]([NH2:8])=[CH:6][C:5]=1[C:11]([F:14])([F:13])[F:12])([O-:3])=[O:2].[O:15]1[C:19](=[O:20])[CH2:18][CH2:17][C:16]1=[O:21]. The catalyst is C1(C)C=CC=CC=1. The product is [N+:1]([C:4]1[CH:10]=[CH:9][C:7]([NH:8][C:19](=[O:20])[CH2:18][CH2:17][C:16]([OH:21])=[O:15])=[CH:6][C:5]=1[C:11]([F:12])([F:13])[F:14])([O-:3])=[O:2]. The yield is 0.390. (2) The reactants are [CH2:1]([NH2:3])[CH3:2].CO.[S:6](Cl)([C:9]1[CH:17]=[CH:16][C:12]([N+:13]([O-:15])=[O:14])=[CH:11][CH:10]=1)(=[O:8])=[O:7]. The catalyst is O. The product is [CH2:1]([NH:3][S:6]([C:9]1[CH:10]=[CH:11][C:12]([N+:13]([O-:15])=[O:14])=[CH:16][CH:17]=1)(=[O:7])=[O:8])[CH3:2]. The yield is 0.790. (3) The reactants are Cl[CH2:2][C:3]1[N:12]([C:13]2[CH:18]=[CH:17][CH:16]=[CH:15][C:14]=2[Cl:19])[C:11](=[O:20])[C:10]2[C:5](=[CH:6][C:7]([F:22])=[C:8]([F:21])[CH:9]=2)[N:4]=1.O.[SH:24][C:25]1[N:33]=[CH:32][N:31]=[C:30]2[C:26]=1[NH:27][CH:28]=[N:29]2.C([O-])([O-])=O.[K+].[K+]. The catalyst is CN(C=O)C. The product is [Cl:19][C:14]1[CH:15]=[CH:16][CH:17]=[CH:18][C:13]=1[N:12]1[C:11](=[O:20])[C:10]2[C:5](=[CH:6][C:7]([F:22])=[C:8]([F:21])[CH:9]=2)[N:4]=[C:3]1[CH2:2][S:24][C:25]1[N:33]=[CH:32][N:31]=[C:30]2[C:26]=1[N:27]=[CH:28][NH:29]2. The yield is 0.530.